Dataset: Catalyst prediction with 721,799 reactions and 888 catalyst types from USPTO. Task: Predict which catalyst facilitates the given reaction. (1) Reactant: [Cl:1][C:2]1[CH:7]=[CH:6][C:5]([N:8]2[CH2:12][CH:11]([C:13]([O:15]CC)=[O:14])[N:10]=[C:9]2[C:18]2[CH:23]=[CH:22][C:21]([Cl:24])=[CH:20][C:19]=2[Cl:25])=[CH:4][CH:3]=1.[Li+:26].[OH-]. Product: [Cl:1][C:2]1[CH:3]=[CH:4][C:5]([N:8]2[CH2:12][CH:11]([C:13]([O-:15])=[O:14])[N:10]=[C:9]2[C:18]2[CH:23]=[CH:22][C:21]([Cl:24])=[CH:20][C:19]=2[Cl:25])=[CH:6][CH:7]=1.[Li+:26]. The catalyst class is: 24. (2) Reactant: [CH3:1][C:2]1[N:3]=[C:4]([C:32](O)=[O:33])[S:5][C:6]=1[C:7]1[CH:8]=[CH:9][C:10]2[N:11]([C:13]([C:16](=[O:31])[NH:17][C:18]3[CH:23]=[C:22]([C:24]4[N:28]=[C:27]([CH3:29])[O:26][N:25]=4)[CH:21]=[CH:20][C:19]=3[CH3:30])=[CH:14][N:15]=2)[CH:12]=1.C[N:36](C(ON1N=NC2C=CC=NC1=2)=[N+](C)C)C.F[P-](F)(F)(F)(F)F.CCN(C(C)C)C(C)C.C(=O)([O-])[O-].[NH4+].[NH4+]. Product: [CH3:1][C:2]1[N:3]=[C:4]([C:32]([NH2:36])=[O:33])[S:5][C:6]=1[C:7]1[CH:8]=[CH:9][C:10]2[N:11]([C:13]([C:16](=[O:31])[NH:17][C:18]3[CH:23]=[C:22]([C:24]4[N:28]=[C:27]([CH3:29])[O:26][N:25]=4)[CH:21]=[CH:20][C:19]=3[CH3:30])=[CH:14][N:15]=2)[CH:12]=1. The catalyst class is: 3. (3) Reactant: [NH:1]1[C:9]2[C:4](=[N:5][CH:6]=[CH:7][CH:8]=2)[C:3]([C:10]([OH:12])=[O:11])=[CH:2]1.C([O-])([O-])=O.[K+].[K+].Br[CH2:20][C:21]1[CH:26]=[CH:25][C:24]([F:27])=[CH:23][CH:22]=1. Product: [F:27][C:24]1[CH:25]=[CH:26][C:21]([CH2:20][N:1]2[C:9]3[C:4](=[N:5][CH:6]=[CH:7][CH:8]=3)[C:3]([C:10]([O:12][CH2:20][C:21]3[CH:26]=[CH:25][C:24]([F:27])=[CH:23][CH:22]=3)=[O:11])=[CH:2]2)=[CH:22][CH:23]=1. The catalyst class is: 3. (4) Reactant: Cl[C:2]1[N:7]=[C:6]([NH:8][C:9]([C:11]2([C:14]3[CH:24]=[CH:23][C:17]4[O:18][C:19]([F:22])([F:21])[O:20][C:16]=4[CH:15]=3)[CH2:13][CH2:12]2)=[O:10])[CH:5]=[CH:4][C:3]=1[CH3:25].[CH3:26][O:27][C:28]1[N:33]=[C:32]([CH3:34])[C:31](B2OC(C)(C)C(C)(C)O2)=[CH:30][CH:29]=1.C(=O)([O-])[O-].[Na+].[Na+]. Product: [F:21][C:19]1([F:22])[O:18][C:17]2[CH:23]=[CH:24][C:14]([C:11]3([C:9]([NH:8][C:6]4[N:7]=[C:2]([C:31]5[C:32]([CH3:34])=[N:33][C:28]([O:27][CH3:26])=[CH:29][CH:30]=5)[C:3]([CH3:25])=[CH:4][CH:5]=4)=[O:10])[CH2:13][CH2:12]3)=[CH:15][C:16]=2[O:20]1. The catalyst class is: 853. (5) Reactant: [CH3:1][O:2][C:3](=[O:47])[NH:4][C@@H:5]1[CH:13]2[C:14](=[O:46])[CH2:15][C@H:16]([C:18]3[NH:19][C:20]([C:23]4[CH:28]=[CH:27][C:26]([C:29]5[CH:34]=[CH:33][C:32]([C:35](=[O:45])[CH2:36][NH:37]C(OC(C)(C)C)=O)=[CH:31][CH:30]=5)=[CH:25][CH:24]=4)=[CH:21][N:22]=3)[CH2:17][N:11]3[C:12]2=[C:8]([CH:9]=[CH:10]3)[CH2:7][CH2:6]1.C(O)(C(F)(F)F)=O. Product: [NH2:37][CH2:36][C:35]([C:32]1[CH:31]=[CH:30][C:29]([C:26]2[CH:27]=[CH:28][C:23]([C:20]3[NH:19][C:18]([C@@H:16]4[CH2:17][N:11]5[C:12]6[CH:13]([C@@H:5]([NH:4][C:3](=[O:47])[O:2][CH3:1])[CH2:6][CH2:7][C:8]=6[CH:9]=[CH:10]5)[C:14](=[O:46])[CH2:15]4)=[N:22][CH:21]=3)=[CH:24][CH:25]=2)=[CH:34][CH:33]=1)=[O:45]. The catalyst class is: 4. (6) Reactant: C(=O)([O:5][C:6]1[CH:11]=[CH:10][C:9]([S:12]([N:15]2[C:24]3[C:19](=[CH:20][CH:21]=[C:22]([F:25])[CH:23]=3)[NH:18][C:17](=[O:26])[C@@H:16]2[CH2:27][CH3:28])(=[O:14])=[O:13])=[CH:8][CH:7]=1)OCC.C(=O)([O-])[O-].[Cs+].[Cs+].I[CH2:37][CH2:38][CH3:39].[OH-].[Na+].Cl. Product: [CH2:27]([C@@H:16]1[N:15]([S:12]([C:9]2[CH:10]=[CH:11][C:6]([OH:5])=[CH:7][CH:8]=2)(=[O:14])=[O:13])[C:24]2[C:19](=[CH:20][CH:21]=[C:22]([F:25])[CH:23]=2)[N:18]([CH2:37][CH2:38][CH3:39])[C:17]1=[O:26])[CH3:28]. The catalyst class is: 21.